Dataset: NCI-60 drug combinations with 297,098 pairs across 59 cell lines. Task: Regression. Given two drug SMILES strings and cell line genomic features, predict the synergy score measuring deviation from expected non-interaction effect. (1) Drug 1: CC1=C2C(C(=O)C3(C(CC4C(C3C(C(C2(C)C)(CC1OC(=O)C(C(C5=CC=CC=C5)NC(=O)OC(C)(C)C)O)O)OC(=O)C6=CC=CC=C6)(CO4)OC(=O)C)OC)C)OC. Drug 2: C1C(C(OC1N2C=NC3=C2NC=NCC3O)CO)O. Cell line: T-47D. Synergy scores: CSS=43.6, Synergy_ZIP=5.01, Synergy_Bliss=9.22, Synergy_Loewe=-10.4, Synergy_HSA=10.1. (2) Drug 1: C1CCC(C(C1)N)N.C(=O)(C(=O)[O-])[O-].[Pt+4]. Drug 2: CC1CCCC2(C(O2)CC(NC(=O)CC(C(C(=O)C(C1O)C)(C)C)O)C(=CC3=CSC(=N3)C)C)C. Cell line: A498. Synergy scores: CSS=29.3, Synergy_ZIP=-3.80, Synergy_Bliss=-4.14, Synergy_Loewe=-22.5, Synergy_HSA=-7.62.